This data is from Merck oncology drug combination screen with 23,052 pairs across 39 cell lines. The task is: Regression. Given two drug SMILES strings and cell line genomic features, predict the synergy score measuring deviation from expected non-interaction effect. (1) Drug 1: O=C(NOCC(O)CO)c1ccc(F)c(F)c1Nc1ccc(I)cc1F. Drug 2: CCc1c2c(nc3ccc(O)cc13)-c1cc3c(c(=O)n1C2)COC(=O)C3(O)CC. Cell line: KPL1. Synergy scores: synergy=16.3. (2) Drug 1: O=S1(=O)NC2(CN1CC(F)(F)F)C1CCC2Cc2cc(C=CCN3CCC(C(F)(F)F)CC3)ccc2C1. Drug 2: CCN(CC)CCNC(=O)c1c(C)[nH]c(C=C2C(=O)Nc3ccc(F)cc32)c1C. Cell line: UACC62. Synergy scores: synergy=11.1. (3) Drug 1: O=P1(N(CCCl)CCCl)NCCCO1. Drug 2: NC(=O)c1cccc2cn(-c3ccc(C4CCCNC4)cc3)nc12. Cell line: OVCAR3. Synergy scores: synergy=23.0. (4) Drug 1: CCC1=CC2CN(C1)Cc1c([nH]c3ccccc13)C(C(=O)OC)(c1cc3c(cc1OC)N(C)C1C(O)(C(=O)OC)C(OC(C)=O)C4(CC)C=CCN5CCC31C54)C2. Drug 2: O=C(O)C1(Cc2cccc(Nc3nccs3)n2)CCC(Oc2cccc(Cl)c2F)CC1. Cell line: MDAMB436. Synergy scores: synergy=-3.51.